Predict the reactants needed to synthesize the given product. From a dataset of Full USPTO retrosynthesis dataset with 1.9M reactions from patents (1976-2016). (1) Given the product [C:8]1([CH2:7][CH2:6][NH:5][C:3](=[O:4])[CH3:2])[CH:13]=[CH:12][CH:11]=[CH:10][CH:9]=1, predict the reactants needed to synthesize it. The reactants are: Cl[CH2:2][C:3]([NH:5][CH2:6][CH2:7][C:8]1[CH:13]=[CH:12][CH:11]=[CH:10][CH:9]=1)=[O:4].COC(OC)CN. (2) Given the product [NH2:36][C@@H:33]1[CH2:32][CH2:31][C@H:30]([NH:29][C@@H:7]([C:8]([N:10]2[CH2:11][CH2:12][CH:13]([N:16]([CH:23]3[CH2:28][CH2:27][CH2:26][CH2:25][CH2:24]3)[C:17]([NH:19][N:20]([CH3:22])[CH3:21])=[O:18])[CH2:14][CH2:15]2)=[O:9])[CH2:6][C:5]2[CH:44]=[CH:45][C:2]([Cl:1])=[CH:3][CH:4]=2)[CH2:35][CH2:34]1, predict the reactants needed to synthesize it. The reactants are: [Cl:1][C:2]1[CH:45]=[CH:44][C:5]([CH2:6][C@@H:7]([NH:29][C@@H:30]2[CH2:35][CH2:34][C@H:33]([NH:36]C(=O)OC(C)(C)C)[CH2:32][CH2:31]2)[C:8]([N:10]2[CH2:15][CH2:14][CH:13]([N:16]([CH:23]3[CH2:28][CH2:27][CH2:26][CH2:25][CH2:24]3)[C:17]([NH:19][N:20]([CH3:22])[CH3:21])=[O:18])[CH2:12][CH2:11]2)=[O:9])=[CH:4][CH:3]=1.Cl. (3) Given the product [CH:2](=[O:6])[CH:3]([CH3:17])[CH3:4].[CH3:1][CH:2]([OH:6])[CH:3]([OH:5])[CH3:4], predict the reactants needed to synthesize it. The reactants are: [CH3:1][CH:2]([OH:6])[CH:3]([OH:5])[CH3:4].S(=O)(=O)(O)O.P(=O)(O)(O)O.[CH3:17]C(=O)CC. (4) Given the product [NH:1]1[C:5]2[CH:6]=[CH:7][C:8]([C:10]([O:12][CH2:18][CH3:19])=[O:11])=[CH:9][C:4]=2[N:3]=[N:2]1, predict the reactants needed to synthesize it. The reactants are: [NH:1]1[C:5]2[CH:6]=[CH:7][C:8]([C:10]([OH:12])=[O:11])=[CH:9][C:4]=2[N:3]=[N:2]1.S(=O)(=O)(O)O.[CH2:18](O)[CH3:19]. (5) Given the product [Br:31][C:32]1[CH:38]=[CH:37][CH:36]=[CH:35][C:33]=1[NH:34][C:10]([C@H:9]1[CH2:13][CH2:14][CH2:15][N:8]1[C:1]([O:3][C:4]([CH3:5])([CH3:6])[CH3:7])=[O:2])=[O:12], predict the reactants needed to synthesize it. The reactants are: [C:1]([N:8]1[CH2:15][CH2:14][CH2:13][C@@H:9]1[C:10]([OH:12])=O)([O:3][C:4]([CH3:7])([CH3:6])[CH3:5])=[O:2].CN1CCOCC1.ClC(OCC(C)C)=O.[Br:31][C:32]1[CH:38]=[CH:37][CH:36]=[CH:35][C:33]=1[NH2:34].